This data is from Full USPTO retrosynthesis dataset with 1.9M reactions from patents (1976-2016). The task is: Predict the reactants needed to synthesize the given product. (1) Given the product [CH3:1][O:2][C:3](=[O:30])[CH2:4][C:5]1[CH:10]=[CH:9][C:8]([O:11][CH:12]([F:14])[F:13])=[C:7]([O:15][C:16]2[CH:21]=[CH:20][C:19]([NH:22][C:31](=[O:36])[C:32]([CH3:35])([CH3:34])[CH3:33])=[CH:18][C:17]=2[CH2:23][S:24][CH2:25][C:26]([F:29])([F:27])[F:28])[CH:6]=1, predict the reactants needed to synthesize it. The reactants are: [CH3:1][O:2][C:3](=[O:30])[CH2:4][C:5]1[CH:10]=[CH:9][C:8]([O:11][CH:12]([F:14])[F:13])=[C:7]([O:15][C:16]2[CH:21]=[CH:20][C:19]([NH2:22])=[CH:18][C:17]=2[CH2:23][S:24][CH2:25][C:26]([F:29])([F:28])[F:27])[CH:6]=1.[C:31](Cl)(=[O:36])[C:32]([CH3:35])([CH3:34])[CH3:33]. (2) Given the product [CH3:16][O:17][C:18](=[O:39])[CH2:19][C:6]1[C:7]2[C:12](=[CH:11][C:10]([O:13][CH3:14])=[CH:9][CH:8]=2)[N:4]([C:1](=[O:3])[CH3:2])[CH:5]=1, predict the reactants needed to synthesize it. The reactants are: [C:1]([N:4]1[C:12]2[C:7](=[CH:8][CH:9]=[C:10]([O:13][CH3:14])[CH:11]=2)[C:6](=O)[CH2:5]1)(=[O:3])[CH3:2].[CH3:16][O:17][C:18](=[O:39])[CH:19]=P(C1C=CC=CC=1)(C1C=CC=CC=1)C1C=CC=CC=1. (3) The reactants are: OS(O)(=O)=O.[Br:6][C:7]1[N:15]=[CH:14][CH:13]=[CH:12][C:8]=1[C:9]([OH:11])=[O:10].[CH3:16]O. Given the product [CH3:16][O:10][C:9](=[O:11])[C:8]1[CH:12]=[CH:13][CH:14]=[N:15][C:7]=1[Br:6], predict the reactants needed to synthesize it. (4) Given the product [CH3:17][O:11][C:10](=[O:12])[CH2:9][NH:8][C:3]1[CH:4]=[CH:5][CH:6]=[CH:7][C:2]=1[Cl:1], predict the reactants needed to synthesize it. The reactants are: [Cl:1][C:2]1[CH:7]=[CH:6][CH:5]=[CH:4][C:3]=1[NH:8][CH2:9][C:10]([OH:12])=[O:11].S(Cl)(Cl)=O.[CH3:17]O. (5) Given the product [CH:23]([C:12]1[CH2:13][CH2:14][CH2:9][CH:10]([C:26]([N:28]2[CH2:36][C:35]3[C:30](=[CH:31][CH:32]=[C:33]([N:37]4[CH2:42][CH2:41][N:40]([CH3:43])[CH2:39][CH2:38]4)[CH:34]=3)[CH2:29]2)=[O:27])[CH:11]=1)([CH3:25])[CH3:24], predict the reactants needed to synthesize it. The reactants are: C(O[C:9]1[CH:14]=[C:13](OCC2C=CC=CC=2)[C:12]([C:23]([CH3:25])=[CH2:24])=[CH:11][C:10]=1[C:26]([N:28]1[CH2:36][C:35]2[C:30](=[CH:31][CH:32]=[C:33]([N:37]3[CH2:42][CH2:41][N:40]([CH3:43])[CH2:39][CH2:38]3)[CH:34]=2)[CH2:29]1)=[O:27])C1C=CC=CC=1. (6) Given the product [CH3:3][C:4]1[C:5]([C:9]2[CH:18]=[CH:17][C:12]([C:13]([OH:15])=[O:14])=[CH:11][C:10]=2[C:19]([F:22])([F:20])[F:21])=[CH:6][S:7][CH:8]=1, predict the reactants needed to synthesize it. The reactants are: [OH-].[Na+].[CH3:3][C:4]1[C:5]([C:9]2[CH:18]=[CH:17][C:12]([C:13]([O:15]C)=[O:14])=[CH:11][C:10]=2[C:19]([F:22])([F:21])[F:20])=[CH:6][S:7][CH:8]=1. (7) The reactants are: Cl[C:2]1[N:7]=[C:6]([NH:8][C:9]2[CH:13]=[C:12]([CH3:14])[NH:11][N:10]=2)[N:5]2[CH:15]=[CH:16][N:17]=[C:4]2[CH:3]=1.[CH3:18][N:19]1[CH2:24][CH2:23][NH:22][CH2:21][CH2:20]1. Given the product [CH3:18][N:19]1[CH2:24][CH2:23][N:22]([C:2]2[N:7]=[C:6]([NH:8][C:9]3[CH:13]=[C:12]([CH3:14])[NH:11][N:10]=3)[N:5]3[CH:15]=[CH:16][N:17]=[C:4]3[CH:3]=2)[CH2:21][CH2:20]1, predict the reactants needed to synthesize it.